Task: Predict the reaction yield, written as a fraction of the theoretical maximum amount of product (1.0 means a 100% yield; for example, 0.34 means a 34% yield).. Dataset: Reaction yield outcomes from USPTO patents with 853,638 reactions (1) The reactants are COC1C=C(OC)C=CC=1C[N:6]([C:30]1[CH:35]=[CH:34][N:33]=[CH:32][N:31]=1)[S:7]([C:10]1[CH:15]=[CH:14][C:13]([O:16][C@H:17]2[CH2:21][CH2:20][CH2:19][C@@H:18]2[C:22]2[N:26]([CH3:27])[N:25]=[CH:24][CH:23]=2)=[C:12]([CH3:28])[C:11]=1[F:29])(=[O:9])=[O:8].C([SiH](CC)CC)C.FC(F)(F)C(O)=O. The catalyst is ClCCl. The product is [F:29][C:11]1[C:12]([CH3:28])=[C:13]([O:16][C@H:17]2[CH2:21][CH2:20][CH2:19][C@@H:18]2[C:22]2[N:26]([CH3:27])[N:25]=[CH:24][CH:23]=2)[CH:14]=[CH:15][C:10]=1[S:7]([NH:6][C:30]1[CH:35]=[CH:34][N:33]=[CH:32][N:31]=1)(=[O:8])=[O:9]. The yield is 0.990. (2) The reactants are [CH3:1][C:2]1[CH:10]=[CH:9][C:8]([N:11]([CH3:20])[S:12]([C:15]2[S:16][CH:17]=[CH:18][CH:19]=2)(=[O:14])=[O:13])=[C:7]2[C:3]=1[CH:4]=[C:5]([C:21]([NH2:23])=O)[NH:6]2.COC1C=CC(P2(SP(C3C=CC(OC)=CC=3)(=S)S2)=[S:33])=CC=1. The catalyst is O1CCCC1. The product is [CH3:1][C:2]1[CH:10]=[CH:9][C:8]([N:11]([CH3:20])[S:12]([C:15]2[S:16][CH:17]=[CH:18][CH:19]=2)(=[O:14])=[O:13])=[C:7]2[C:3]=1[CH:4]=[C:5]([C:21](=[S:33])[NH2:23])[NH:6]2. The yield is 0.840. (3) The reactants are [CH3:1][O:2][C:3]1[CH:8]=[CH:7][CH:6]=[C:5]([O:9][CH3:10])[C:4]=1[OH:11].[C:12]1(=O)[O:17][C:15](=[O:16])[C:14]2=[CH:18][CH:19]=[CH:20][CH:21]=[C:13]12. No catalyst specified. The product is [OH:11][C:4]1[C:5]([O:9][CH3:10])=[CH:6][C:7]([C:12]2([C:7]3[CH:6]=[C:5]([O:9][CH3:10])[C:4]([OH:11])=[C:3]([O:2][CH3:1])[CH:8]=3)[C:13]3[C:14](=[CH:18][CH:19]=[CH:20][CH:21]=3)[C:15](=[O:16])[O:17]2)=[CH:8][C:3]=1[O:2][CH3:1]. The yield is 0.840.